Task: Predict the reactants needed to synthesize the given product.. Dataset: Full USPTO retrosynthesis dataset with 1.9M reactions from patents (1976-2016) (1) Given the product [C:23]([O:27][C:28]([N:30]1[CH2:31][CH2:32][CH2:33][C:34]1=[O:35])=[O:29])([CH3:26])([CH3:24])[CH3:25], predict the reactants needed to synthesize it. The reactants are: F[B-](F)(F)F.C(N(CC)C=[N+](CC)CC)C.CC(C)([O-])C.[K+].[C:23]([O:27][C:28]([N:30]1[C:34](=[O:35])[CH2:33][CH2:32][C@H:31]1CC1C=CC(C2C=CC=CC=2)=CC=1)=[O:29])([CH3:26])([CH3:25])[CH3:24].C(OC(C)C)(=O)C. (2) Given the product [N+:1]([C:4]1[CH:11]=[C:10]([C:12]2[NH:16][N:15]=[CH:14][CH:13]=2)[CH:9]=[CH:8][C:5]=1[C:6]#[N:7])([O-:3])=[O:2], predict the reactants needed to synthesize it. The reactants are: [N+:1]([C:4]1[CH:11]=[C:10]([C:12]2[N:16](C3CCCCO3)[N:15]=[CH:14][CH:13]=2)[CH:9]=[CH:8][C:5]=1[C:6]#[N:7])([O-:3])=[O:2].Cl.O.[OH-].[Na+].